This data is from Full USPTO retrosynthesis dataset with 1.9M reactions from patents (1976-2016). The task is: Predict the reactants needed to synthesize the given product. (1) Given the product [F:45][C:44]1[CH:43]=[CH:42][C:28]([C:29](=[O:30])[NH:31][C@@H:32]2[C:40]3[C:35](=[CH:36][CH:37]=[CH:38][CH:39]=3)[CH2:34][C@@H:33]2[OH:41])=[CH:27][C:26]=1[NH:25][C:11]([C:8]1[N:5]2[CH:6]=[CH:7][C:2]([CH3:1])=[CH:3][C:4]2=[N:10][CH:9]=1)=[O:13], predict the reactants needed to synthesize it. The reactants are: [CH3:1][C:2]1[CH:7]=[CH:6][N:5]2[C:8]([C:11]([OH:13])=O)=[CH:9][N:10]=[C:4]2[CH:3]=1.C(Cl)(=O)C(Cl)=O.CN(C=O)C.[NH2:25][C:26]1[CH:27]=[C:28]([CH:42]=[CH:43][C:44]=1[F:45])[C:29]([NH:31][C@@H:32]1[C:40]2[C:35](=[CH:36][CH:37]=[CH:38][CH:39]=2)[CH2:34][C@@H:33]1[OH:41])=[O:30]. (2) Given the product [CH2:1]([O:3][C:4]([N:6]1[C:15]2[C:10](=[CH:11][CH:12]=[CH:13][CH:14]=2)[N:9]([CH:16]([C:19]2[CH:24]=[C:23]([C:25]([F:26])([F:27])[F:28])[CH:22]=[C:21]([C:29]([F:32])([F:31])[F:30])[CH:20]=2)[C:17]2[N:35]=[N:36][NH:37][N:18]=2)[CH2:8][CH:7]1[CH2:33][CH3:34])=[O:5])[CH3:2], predict the reactants needed to synthesize it. The reactants are: [CH2:1]([O:3][C:4]([N:6]1[C:15]2[C:10](=[CH:11][CH:12]=[CH:13][CH:14]=2)[N:9]([CH:16]([C:19]2[CH:24]=[C:23]([C:25]([F:28])([F:27])[F:26])[CH:22]=[C:21]([C:29]([F:32])([F:31])[F:30])[CH:20]=2)[C:17]#[N:18])[CH2:8][CH:7]1[CH2:33][CH3:34])=[O:5])[CH3:2].[N-:35]=[N+:36]=[N-:37].[Na+].[NH4+].[Cl-].C([O-])(O)=O.[Na+]. (3) Given the product [C:1]([N:4]1[C:8]([CH2:9][CH2:10][Si:26]([CH3:28])([CH3:27])[OH:32])([C:11]2[CH:16]=[CH:15][CH:14]=[CH:13][CH:12]=2)[CH2:7][C:6]([C:17]2[CH:22]=[C:21]([F:23])[CH:20]=[CH:19][C:18]=2[F:24])=[N:5]1)(=[O:3])[CH3:2], predict the reactants needed to synthesize it. The reactants are: [C:1]([N:4]1[C:8]([C:11]2[CH:16]=[CH:15][CH:14]=[CH:13][CH:12]=2)([CH:9]=[CH2:10])[CH2:7][C:6]([C:17]2[CH:22]=[C:21]([F:23])[CH:20]=[CH:19][C:18]=2[F:24])=[N:5]1)(=[O:3])[CH3:2].Cl[SiH:26]([CH3:28])[CH3:27].O.CC[O:32]C(C)=O. (4) Given the product [F:8][C:9]1[CH:10]=[C:11]([CH:48]=[CH:49][CH:50]=1)[CH2:12][N:13]1[CH:17]=[C:16]([C:18]2[C:26]3[C:21](=[N:22][CH:23]=[C:24]([C:27]4[CH:28]=[N:29][N:30]([CH:32]5[CH2:37][CH2:36][N:35]([CH2:51][CH:52]([OH:53])[CH3:54])[CH2:34][CH2:33]5)[CH:31]=4)[CH:25]=3)[N:20]([S:38]([C:41]3[CH:47]=[CH:46][C:44]([CH3:45])=[CH:43][CH:42]=3)(=[O:39])=[O:40])[CH:19]=2)[CH:15]=[N:14]1, predict the reactants needed to synthesize it. The reactants are: FC(F)(F)C(O)=O.[F:8][C:9]1[CH:10]=[C:11]([CH:48]=[CH:49][CH:50]=1)[CH2:12][N:13]1[CH:17]=[C:16]([C:18]2[C:26]3[C:21](=[N:22][CH:23]=[C:24]([C:27]4[CH:28]=[N:29][N:30]([CH:32]5[CH2:37][CH2:36][NH:35][CH2:34][CH2:33]5)[CH:31]=4)[CH:25]=3)[N:20]([S:38]([C:41]3[CH:47]=[CH:46][C:44]([CH3:45])=[CH:43][CH:42]=3)(=[O:40])=[O:39])[CH:19]=2)[CH:15]=[N:14]1.[CH3:51][C@H:52]1[CH2:54][O:53]1.CCN(C(C)C)C(C)C. (5) The reactants are: [C:1]([O:5][C:6]([N:8]1[CH2:13][CH:12]2[CH:10]([O:11]2)[CH2:9]1)=[O:7])([CH3:4])([CH3:3])[CH3:2].[Cl-].[NH4+].[N-:16]=[N+]=[N-].[Na+]. Given the product [C:1]([O:5][C:6]([N:8]1[CH2:13][CH:12]([OH:11])[CH:10]([NH2:16])[CH2:9]1)=[O:7])([CH3:4])([CH3:3])[CH3:2], predict the reactants needed to synthesize it.